From a dataset of Catalyst prediction with 721,799 reactions and 888 catalyst types from USPTO. Predict which catalyst facilitates the given reaction. (1) Reactant: [C:1]1([CH:7]2[CH2:16][CH2:15][C:14]3[C:9](=[CH:10][CH:11]=[C:12]([OH:17])[CH:13]=3)[O:8]2)[CH:6]=[CH:5][CH:4]=[CH:3][CH:2]=1.Cl[C:19]1[CH:24]=[CH:23][C:22]([O:25][CH3:26])=[CH:21][C:20]=1[N+:27]([O-:29])=[O:28].[OH-].[K+].[I-].[K+].Cl. Product: [CH3:26][O:25][C:22]1[CH:23]=[CH:24][C:19]([O:17][C:12]2[CH:13]=[C:14]3[C:9](=[CH:10][CH:11]=2)[O:8][CH:7]([C:1]2[CH:2]=[CH:3][CH:4]=[CH:5][CH:6]=2)[CH2:16][CH2:15]3)=[C:20]([N+:27]([O-:29])=[O:28])[CH:21]=1. The catalyst class is: 16. (2) Reactant: [Cl:1][C:2]1[CH:3]=[C:4]([CH:18]=[CH:19][C:20]=1[F:21])[CH2:5][C:6]1[CH:7]=[N:8][C:9]2[N:10]([N:12]=[CH:13][C:14]=2[C:15]([OH:17])=O)[CH:11]=1.CN(C(ON1N=NC2C=CC=CC1=2)=[N+](C)C)C.[B-](F)(F)(F)F.C(N(CC)CC)C.[NH2:51][CH2:52][CH2:53][C:54]([NH2:56])=[O:55]. Product: [NH2:56][C:54](=[O:55])[CH2:53][CH2:52][NH:51][C:15]([C:14]1[CH:13]=[N:12][N:10]2[CH:11]=[C:6]([CH2:5][C:4]3[CH:18]=[CH:19][C:20]([F:21])=[C:2]([Cl:1])[CH:3]=3)[CH:7]=[N:8][C:9]=12)=[O:17]. The catalyst class is: 3. (3) Reactant: [CH2:1]([O:8][C:9]1[CH:20]=[CH:19][C:12]2[CH:13]=[C:14]([C:16](=[O:18])[CH3:17])[O:15][C:11]=2[CH:10]=1)[C:2]1[CH:7]=[CH:6][CH:5]=[CH:4][CH:3]=1.[BH4-].[Na+].O. Product: [CH2:1]([O:8][C:9]1[CH:20]=[CH:19][C:12]2[CH:13]=[C:14]([CH:16]([OH:18])[CH3:17])[O:15][C:11]=2[CH:10]=1)[C:2]1[CH:3]=[CH:4][CH:5]=[CH:6][CH:7]=1. The catalyst class is: 5. (4) Reactant: [Cl:1][C:2]1[CH:3]=[C:4]([C:9]2([C:30]([F:33])([F:32])[F:31])[O:13][N:12]=[C:11]([C:14]3[CH:27]=[CH:26][C:17]([C:18]([NH:20][CH2:21][C:22]([F:25])([F:24])[F:23])=[O:19])=[C:16](SC)[CH:15]=3)[CH2:10]2)[CH:5]=[C:6]([Cl:8])[CH:7]=1.Cl[C:35]1C=CC=C(C(OO)=O)C=1.[S:45]([O-:49])([O-])(=[O:47])=S.[Na+].[Na+]. Product: [Cl:1][C:2]1[CH:3]=[C:4]([C:9]2([C:30]([F:32])([F:31])[F:33])[O:13][N:12]=[C:11]([C:14]3[CH:27]=[CH:26][C:17]([C:18]([NH:20][CH2:21][C:22]([F:25])([F:23])[F:24])=[O:19])=[C:16]([S:45]([CH3:35])(=[O:49])=[O:47])[CH:15]=3)[CH2:10]2)[CH:5]=[C:6]([Cl:8])[CH:7]=1. The catalyst class is: 4. (5) Reactant: Br[C:2]1[CH:3]=[C:4]([NH:10][C:11]2[CH:16]=[CH:15][C:14]([N:17]3[CH2:22][CH2:21][N:20]([CH:23]([CH3:25])[CH3:24])[CH2:19][CH2:18]3)=[CH:13][N:12]=2)[C:5](=[O:9])[N:6]([CH3:8])[CH:7]=1.C([O-])(=O)C.[K+].C(Cl)Cl.[C:34]([O:37][CH2:38][C:39]1[C:44]([N:45]2[CH2:56][CH2:55][N:54]3[C:47](=[CH:48][C:49]4[CH2:50][C:51]([CH3:58])([CH3:57])[CH2:52][C:53]=43)[C:46]2=[O:59])=[CH:43][C:42]([F:60])=[CH:41][C:40]=1Br)(=[O:36])[CH3:35].C([O-])([O-])=O.[Na+].[Na+]. Product: [F:60][C:42]1[CH:41]=[C:40]([C:2]2[CH:3]=[C:4]([NH:10][C:11]3[CH:16]=[CH:15][C:14]([N:17]4[CH2:22][CH2:21][N:20]([CH:23]([CH3:25])[CH3:24])[CH2:19][CH2:18]4)=[CH:13][N:12]=3)[C:5](=[O:9])[N:6]([CH3:8])[CH:7]=2)[C:39]([CH2:38][O:37][C:34](=[O:36])[CH3:35])=[C:44]([N:45]2[CH2:56][CH2:55][N:54]3[C:47](=[CH:48][C:49]4[CH2:50][C:51]([CH3:57])([CH3:58])[CH2:52][C:53]=43)[C:46]2=[O:59])[CH:43]=1. The catalyst class is: 203. (6) Reactant: [Si:1]([O:8][C@H:9]([C:43]1[CH:44]=[N:45][CH:46]=[CH:47][CH:48]=1)[CH2:10][N:11]([CH2:19][C@@H:20]1[CH2:29][CH2:28][C:27]2[C:22](=[CH:23][CH:24]=[C:25]([C:30]3[CH:31]=[CH:32][C:33]4[C:38](=[O:39])[O:37][C:36](C)(C)[O:35][C:34]=4[CH:42]=3)[CH:26]=2)[O:21]1)[C:12](=[O:18])[O:13][C:14]([CH3:17])([CH3:16])[CH3:15])([C:4]([CH3:7])([CH3:6])[CH3:5])([CH3:3])[CH3:2].C(=O)([O-])[O-].[K+].[K+]. Product: [C:14]([O:13][C:12]([N:11]([CH2:19][C@@H:20]1[CH2:29][CH2:28][C:27]2[C:22](=[CH:23][CH:24]=[C:25]([C:30]3[CH:31]=[CH:32][C:33]([C:38]([O:37][CH3:36])=[O:39])=[C:34]([OH:35])[CH:42]=3)[CH:26]=2)[O:21]1)[CH2:10][C@H:9]([O:8][Si:1]([C:4]([CH3:7])([CH3:6])[CH3:5])([CH3:3])[CH3:2])[C:43]1[CH:44]=[N:45][CH:46]=[CH:47][CH:48]=1)=[O:18])([CH3:15])([CH3:16])[CH3:17]. The catalyst class is: 5. (7) Reactant: [C:1]1([CH2:7][N:8]2[CH2:12][CH2:11][C@H:10]([OH:13])[CH2:9]2)[CH:6]=[CH:5][CH:4]=[CH:3][CH:2]=1.CCN(C(C)C)C(C)C.[S:23](Cl)([CH3:26])(=[O:25])=[O:24]. Product: [CH3:26][S:23]([O:13][C@H:10]1[CH2:11][CH2:12][N:8]([CH2:7][C:1]2[CH:2]=[CH:3][CH:4]=[CH:5][CH:6]=2)[CH2:9]1)(=[O:25])=[O:24]. The catalyst class is: 2.